From a dataset of Reaction yield outcomes from USPTO patents with 853,638 reactions. Predict the reaction yield, written as a fraction of the theoretical maximum amount of product (1.0 means a 100% yield; for example, 0.34 means a 34% yield). (1) The reactants are Cl[CH2:2][CH2:3][O:4][C:5]1[CH:10]=[CH:9][C:8]([C:11]2[CH:12]=[N:13][CH:14]=[C:15]([C:18]=2[NH:19][C:20]2[C:21]([CH3:30])=[C:22]3[C:26](=[C:27]([Cl:29])[CH:28]=2)[NH:25][CH:24]=[CH:23]3)[C:16]#[N:17])=[CH:7][CH:6]=1.[CH3:31][N:32]1[CH2:37][CH2:36][NH:35][CH2:34][CH2:33]1. The catalyst is COCCOC. The product is [Cl:29][C:27]1[CH:28]=[C:20]([NH:19][C:18]2[C:15]([C:16]#[N:17])=[CH:14][N:13]=[CH:12][C:11]=2[C:8]2[CH:7]=[CH:6][C:5]([O:4][CH2:3][CH2:2][N:35]3[CH2:36][CH2:37][N:32]([CH3:31])[CH2:33][CH2:34]3)=[CH:10][CH:9]=2)[C:21]([CH3:30])=[C:22]2[C:26]=1[NH:25][CH:24]=[CH:23]2. The yield is 0.840. (2) The reactants are [Cl-].[OH:2][NH3+:3].[C:4](=[O:7])([O-])[OH:5].[Na+].F[C:10]1[CH:15]=[C:14]([F:16])[CH:13]=[CH:12][C:11]=1[C:17](=O)[CH2:18][N:19]1[C:24](=[O:25])[C:23]2[CH:26]=[C:27]([CH2:29][C:30]([F:33])([F:32])[F:31])[S:28][C:22]=2[N:21]([CH2:34][C:35]2[CH:40]=[CH:39][C:38]([C:41]3[C:42]([C:47]#[N:48])=[CH:43][CH:44]=[CH:45][CH:46]=3)=[CH:37][CH:36]=2)[C:20]1=[O:49].[N:51]12CCCN=C1CCCCC2. The catalyst is C(Cl)(Cl)Cl.C(Cl)Cl.CS(C)=O. The product is [F:16][C:14]1[CH:15]=[CH:10][C:11]2[C:17]([CH2:18][N:19]3[C:24](=[O:25])[C:23]4[CH:26]=[C:27]([CH2:29][C:30]([F:32])([F:33])[F:31])[S:28][C:22]=4[N:21]([CH2:34][C:35]4[CH:36]=[CH:37][C:38]([C:41]5[CH:46]=[CH:45][CH:44]=[CH:43][C:42]=5[C:47]5[NH:51][C:4](=[O:7])[O:5][N:48]=5)=[CH:39][CH:40]=4)[C:20]3=[O:49])=[N:3][O:2][C:12]=2[CH:13]=1. The yield is 0.0400. (3) The reactants are [Br:1][C:2]1[C:3]([N:17]2[CH2:22][CH2:21][CH2:20][C@@H:19]([NH:23]C(=O)OC(C)(C)C)[CH2:18]2)=[C:4]2[C:10]([NH:11][C:12]([O:14][CH2:15][CH3:16])=[O:13])=[CH:9][NH:8][C:5]2=[N:6][CH:7]=1.C(O)(C(F)(F)F)=O.C(Cl)[Cl:39]. No catalyst specified. The product is [ClH:39].[NH2:23][C@@H:19]1[CH2:20][CH2:21][CH2:22][N:17]([C:3]2[C:2]([Br:1])=[CH:7][N:6]=[C:5]3[NH:8][CH:9]=[C:10]([NH:11][C:12](=[O:13])[O:14][CH2:15][CH3:16])[C:4]=23)[CH2:18]1. The yield is 0.790. (4) The reactants are [C:1]([O:20][CH2:21][CH2:22][O:23][C:24]1[CH:29]=[C:28]([N+:30]([O-:32])=[O:31])[C:27]([CH:33]([OH:35])[CH3:34])=[CH:26][C:25]=1[O:36][CH3:37])(=[O:19])[CH2:2][CH2:3][CH2:4][CH2:5][CH2:6][CH2:7][CH2:8][CH2:9][CH2:10][CH2:11][CH2:12][CH2:13][CH2:14][CH2:15][CH2:16][CH2:17][CH3:18].Cl[C:39]([O:41][C:42]1[CH:47]=[CH:46][C:45]([N+:48]([O-:50])=[O:49])=[CH:44][CH:43]=1)=[O:40].C(N(CC)CC)C. The yield is 0.429. The catalyst is C(Cl)Cl. The product is [C:1]([O:20][CH2:21][CH2:22][O:23][C:24]1[CH:29]=[C:28]([N+:30]([O-:32])=[O:31])[C:27]([CH:33]([O:35][C:39]([O:41][C:42]2[CH:43]=[CH:44][C:45]([N+:48]([O-:50])=[O:49])=[CH:46][CH:47]=2)=[O:40])[CH3:34])=[CH:26][C:25]=1[O:36][CH3:37])(=[O:19])[CH2:2][CH2:3][CH2:4][CH2:5][CH2:6][CH2:7][CH2:8][CH2:9][CH2:10][CH2:11][CH2:12][CH2:13][CH2:14][CH2:15][CH2:16][CH2:17][CH3:18].